This data is from Reaction yield outcomes from USPTO patents with 853,638 reactions. The task is: Predict the reaction yield, written as a fraction of the theoretical maximum amount of product (1.0 means a 100% yield; for example, 0.34 means a 34% yield). (1) The reactants are CC1C=CC(S(O)(=O)=O)=CC=1.[O:12]1[C:16]2[CH:17]=[CH:18][C:19]([CH:21]([CH2:28][C:29]3[O:33][N:32]=[C:31]([CH2:34][CH2:35][CH2:36][CH2:37][O:38]C4CCCCO4)[N:30]=3)[CH2:22][C:23]([O:25][CH2:26][CH3:27])=[O:24])=[CH:20][C:15]=2[O:14][CH2:13]1.C(O)C.CCN(C(C)C)C(C)C. The catalyst is C(Cl)Cl. The product is [O:12]1[C:16]2[CH:17]=[CH:18][C:19]([CH:21]([CH2:28][C:29]3[O:33][N:32]=[C:31]([CH2:34][CH2:35][CH2:36][CH2:37][OH:38])[N:30]=3)[CH2:22][C:23]([O:25][CH2:26][CH3:27])=[O:24])=[CH:20][C:15]=2[O:14][CH2:13]1. The yield is 0.850. (2) The catalyst is CO. The yield is 0.325. The product is [NH2:1][C:2]1[N:3]([CH2:27][C:28]2[CH:33]=[CH:32][CH:31]=[CH:30][CH:29]=2)[N:4]=[C:5]2[C:10]=1[CH:9]=[CH:8][C:7]([C:11]1[CH:12]=[C:13]([CH:21]3[CH2:26][CH2:25][N:24]([CH:35]4[CH2:34][CH2:38]4)[CH2:23][CH2:22]3)[N:14]3[C:19]=1[C:18]([NH2:20])=[N:17][CH:16]=[N:15]3)=[CH:6]2. The reactants are [NH2:1][C:2]1[N:3]([CH2:27][C:28]2[CH:33]=[CH:32][CH:31]=[CH:30][CH:29]=2)[N:4]=[C:5]2[C:10]=1[CH:9]=[CH:8][C:7]([C:11]1[CH:12]=[C:13]([CH:21]3[CH2:26][CH2:25][NH:24][CH2:23][CH2:22]3)[N:14]3[C:19]=1[C:18]([NH2:20])=[N:17][CH:16]=[N:15]3)=[CH:6]2.[C:34](O)(=O)[CH3:35].[C:38]([BH3-])#N.[Na+].C([O-])(O)=O.[Na+]. (3) The reactants are [NH2:1][C:2]1[CH:7]=[CH:6][CH:5]=[C:4]([Br:8])[N:3]=1.[C:9]([O:13]CC)(=[O:12])[CH:10]=[CH2:11].C(O)(=O)C.[OH-].[Na+]. No catalyst specified. The product is [Br:8][C:4]1[N:3]=[C:2]([NH:1][CH2:11][CH2:10][C:9]([OH:13])=[O:12])[CH:7]=[CH:6][CH:5]=1. The yield is 0.680. (4) The reactants are Cl[C:2]1[CH:7]=[C:6]([C:8]2[CH:12]=[CH:11][S:10][CH:9]=2)[N:5]=[C:4]2[CH2:13][CH2:14][CH2:15][C:3]=12.[NH2:16][C:17]1[CH:22]=[CH:21][C:20]([CH2:23][C:24]([O:26][CH2:27][CH3:28])=[O:25])=[CH:19][CH:18]=1. No catalyst specified. The product is [S:10]1[CH:11]=[CH:12][C:8]([C:6]2[N:5]=[C:4]3[CH2:13][CH2:14][CH2:15][C:3]3=[C:2]([NH:16][C:17]3[CH:18]=[CH:19][C:20]([CH2:23][C:24]([O:26][CH2:27][CH3:28])=[O:25])=[CH:21][CH:22]=3)[CH:7]=2)=[CH:9]1. The yield is 0.570. (5) The reactants are F[C:2]1[CH:7]=[C:6]([F:8])[N:5]=[C:4]([NH:9][C@H:10]([C:12]2[CH:13]=[N:14][N:15]([C:17]3[CH:22]=[CH:21][C:20]([F:23])=[CH:19][CH:18]=3)[CH:16]=2)[CH3:11])[N:3]=1.[NH2:24][C@@H:25]([C@H:28]([O:30][C:31]([CH3:34])([CH3:33])[CH3:32])[CH3:29])[CH2:26][OH:27].C(N(C(C)C)C(C)C)C. The catalyst is CS(C)=O.C(OCC)(=O)C.[Cl-].[Na+]. The product is [C:31]([O:30][C@H:28]([CH3:29])[C@H:25]([NH:24][C:2]1[CH:7]=[C:6]([F:8])[N:5]=[C:4]([NH:9][C@H:10]([C:12]2[CH:13]=[N:14][N:15]([C:17]3[CH:22]=[CH:21][C:20]([F:23])=[CH:19][CH:18]=3)[CH:16]=2)[CH3:11])[N:3]=1)[CH2:26][OH:27])([CH3:34])([CH3:32])[CH3:33]. The yield is 0.500.